From a dataset of Forward reaction prediction with 1.9M reactions from USPTO patents (1976-2016). Predict the product of the given reaction. (1) Given the reactants [NH2:1][C:2]1[C:6]([C:7]([NH:9][CH2:10][CH3:11])=[O:8])=[CH:5][N:4]([C:12]2[CH:13]=[N:14][CH:15]=[CH:16][CH:17]=2)[N:3]=1.C(N(CC)CC)C.[F:25][C:26]([F:37])([F:36])[C:27](O[C:27](=O)[C:26]([F:37])([F:36])[F:25])=O, predict the reaction product. The product is: [CH2:10]([N:9]1[C:7](=[O:8])[C:6]2=[CH:5][N:4]([C:12]3[CH:13]=[N:14][CH:15]=[CH:16][CH:17]=3)[N:3]=[C:2]2[N:1]=[C:27]1[C:26]([F:37])([F:36])[F:25])[CH3:11]. (2) Given the reactants [C:1]([O:5][C:6]([N:8]1[CH2:15][CH2:14][CH2:13][C@H:9]1[C:10]([OH:12])=[O:11])=[O:7])([CH3:4])([CH3:3])[CH3:2].I[CH3:17].[H-].[Na+], predict the reaction product. The product is: [C:1]([O:5][C:6]([N:8]1[CH2:15][CH2:14][CH2:13][C@H:9]1[C:10]([O:12][CH3:17])=[O:11])=[O:7])([CH3:4])([CH3:2])[CH3:3]. (3) Given the reactants [F:1][C:2]1[CH:8]=[CH:7][CH:6]=[CH:5][C:3]=1[NH2:4].[Cl:9][C:10]1[N:19]=[C:18](Cl)[C:17]2[C:12](=[CH:13][CH:14]=[CH:15][CH:16]=2)[N:11]=1.CN(C)C=O.C(=O)([O-])[O-].[K+].[K+], predict the reaction product. The product is: [Cl:9][C:10]1[N:19]=[C:18]([NH:4][C:3]2[CH:5]=[CH:6][CH:7]=[CH:8][C:2]=2[F:1])[C:17]2[C:12](=[CH:13][CH:14]=[CH:15][CH:16]=2)[N:11]=1.